Dataset: Reaction yield outcomes from USPTO patents with 853,638 reactions. Task: Predict the reaction yield, written as a fraction of the theoretical maximum amount of product (1.0 means a 100% yield; for example, 0.34 means a 34% yield). (1) The reactants are [Cl-].O[NH3+:3].[C:4](=[O:7])([O-])[OH:5].[Na+].CS(C)=O.[CH3:13][CH:14]([O:16][C:17]1[CH:22]=[CH:21][C:20]([N:23]2[C:28](=[O:29])[C:27]([CH2:30][C:31]3[CH:36]=[CH:35][C:34]([C:37]4[C:38]([C:43]#[N:44])=[CH:39][CH:40]=[CH:41][CH:42]=4)=[CH:33][CH:32]=3)=[C:26]([CH2:45][CH2:46][CH2:47][CH3:48])[N:25]3[N:49]=[CH:50][N:51]=[C:24]23)=[CH:19][CH:18]=1)[CH3:15]. The catalyst is C(OCC)(=O)C. The product is [CH2:45]([C:26]1[N:25]2[N:49]=[CH:50][N:51]=[C:24]2[N:23]([C:20]2[CH:21]=[CH:22][C:17]([O:16][CH:14]([CH3:15])[CH3:13])=[CH:18][CH:19]=2)[C:28](=[O:29])[C:27]=1[CH2:30][C:31]1[CH:36]=[CH:35][C:34]([C:37]2[CH:42]=[CH:41][CH:40]=[CH:39][C:38]=2[C:43]2[NH:3][C:4](=[O:7])[O:5][N:44]=2)=[CH:33][CH:32]=1)[CH2:46][CH2:47][CH3:48]. The yield is 0.400. (2) The reactants are Br[C:2]1[CH:3]=[C:4]2[C:8](=[CH:9][CH:10]=1)[N:7]([CH2:11][C:12]([O:14][CH2:15][CH3:16])=[O:13])[CH:6]=[C:5]2[CH2:17][C:18]#[N:19].[C:20]1(B(O)O)[CH:25]=[CH:24][CH:23]=[CH:22][CH:21]=1.C([O-])([O-])=O.[Na+].[Na+].O. The catalyst is COCCOC.CC([O-])=O.CC([O-])=O.[Pd+2].C1C=CC(P(C2C=CC=CC=2)C2C=CC=CC=2)=CC=1. The product is [C:18]([CH2:17][C:5]1[C:4]2[C:8](=[CH:9][CH:10]=[C:2]([C:20]3[CH:25]=[CH:24][CH:23]=[CH:22][CH:21]=3)[CH:3]=2)[N:7]([CH2:11][C:12]([O:14][CH2:15][CH3:16])=[O:13])[CH:6]=1)#[N:19]. The yield is 0.450.